The task is: Predict the reactants needed to synthesize the given product.. This data is from Full USPTO retrosynthesis dataset with 1.9M reactions from patents (1976-2016). (1) Given the product [C:1]([O:5][CH2:6][CH2:7][O:8][C:16](=[O:20])[C:17]([O:8][CH2:7][CH2:6][O:5][C:1](=[O:4])[CH:14]=[CH2:15])=[O:18])(=[O:4])[CH:2]=[CH2:3], predict the reactants needed to synthesize it. The reactants are: [C:1]([O:5][CH2:6][CH2:7][OH:8])(=[O:4])[CH:2]=[CH2:3].C(N([CH2:14][CH3:15])CC)C.[C:16](Cl)(=[O:20])[C:17](Cl)=[O:18]. (2) Given the product [C:53]([O:52][C:48]([N:49]([C:11](=[O:12])[C:10]1[CH:14]=[CH:15][CH:16]=[CH:17][C:9]=1[C:7]1[N:6]([C:18]([CH3:21])([CH3:19])[CH3:20])[C:5]2[CH:22]=[CH:23][C:2]([Br:1])=[CH:3][C:4]=2[N:8]=1)[NH2:50])=[O:51])([CH3:56])([CH3:55])[CH3:54], predict the reactants needed to synthesize it. The reactants are: [Br:1][C:2]1[CH:23]=[CH:22][C:5]2[N:6]([C:18]([CH3:21])([CH3:20])[CH3:19])[C:7]([C:9]3[CH:17]=[CH:16][CH:15]=[CH:14][C:10]=3[C:11](O)=[O:12])=[N:8][C:4]=2[CH:3]=1.CN(C(ON1N=NC2C=CC=NC1=2)=[N+](C)C)C.F[P-](F)(F)(F)(F)F.[C:48]([O:52][C:53]([CH3:56])([CH3:55])[CH3:54])(=[O:51])[NH:49][NH2:50].CCN(C(C)C)C(C)C. (3) Given the product [Cl:1][C:2]1[CH:34]=[CH:33][C:5]([CH2:6][N:7]2[C:16]3[C:11](=[CH:12][C:13]([F:24])=[C:14]([N:17]4[CH2:22][CH2:21][N:20]([CH3:23])[CH2:19][CH2:18]4)[CH:15]=3)[C:10](=[O:25])[C:9]([C:26]3[N:30]=[C:29]([CH:43]([C:47]4[CH:48]=[CH:49][CH:50]=[CH:51][CH:52]=4)[CH2:42][CH2:41][CH2:40][CH2:39][NH:38][C:35](=[O:37])[CH3:36])[O:28][N:27]=3)=[CH:8]2)=[CH:4][CH:3]=1, predict the reactants needed to synthesize it. The reactants are: [Cl:1][C:2]1[CH:34]=[CH:33][C:5]([CH2:6][N:7]2[C:16]3[C:11](=[CH:12][C:13]([F:24])=[C:14]([N:17]4[CH2:22][CH2:21][N:20]([CH3:23])[CH2:19][CH2:18]4)[CH:15]=3)[C:10](=[O:25])[C:9]([C:26]3[N:30]=[C:29](C#N)[O:28][N:27]=3)=[CH:8]2)=[CH:4][CH:3]=1.[C:35]([NH:38][CH2:39][CH2:40][CH2:41][CH2:42][CH:43]([C:47]1[CH:52]=[CH:51][CH:50]=[CH:49][CH:48]=1)C(O)=O)(=[O:37])[CH3:36]. (4) Given the product [CH:38]1([NH:28][C:11]2[C:12]3[N:13]([C:15]([C:18]([NH:20][C:21]4[CH:26]=[CH:25][N:24]=[C:23]([F:27])[CH:22]=4)=[O:19])=[CH:16][N:17]=3)[N:14]=[C:9]([NH:8][C@H:5]3[CH2:6][CH2:7][C@H:2]([N:1]4[CH2:55][CH2:54][O:53][CH2:52][CH2:51]4)[CH2:3][CH2:4]3)[CH:10]=2)[CH2:39][CH2:40]1, predict the reactants needed to synthesize it. The reactants are: [NH2:1][C@H:2]1[CH2:7][CH2:6][C@H:5]([NH:8][C:9]2[CH:10]=[C:11]([N:28]([CH:38]3[CH2:40][CH2:39]3)CC3C=CC(OC)=CC=3)[C:12]3[N:13]([C:15]([C:18]([NH:20][C:21]4[CH:26]=[CH:25][N:24]=[C:23]([F:27])[CH:22]=4)=[O:19])=[CH:16][N:17]=3)[N:14]=2)[CH2:4][CH2:3]1.CCN(C(C)C)C(C)C.Br[CH2:51][CH2:52][O:53][CH2:54][CH2:55]Br.C(O)(C(F)(F)F)=O. (5) Given the product [OH:20][C@@H:2]([CH2:3][O:1][CH:26]([CH3:27])[CH3:25])[C:4]([O:6][CH3:7])=[O:5], predict the reactants needed to synthesize it. The reactants are: [O:1]1[CH2:3][C@H:2]1[C:4]([O:6][CH3:7])=[O:5].FC(F)(F)S([O-])(=O)=O.[Mg+2].FC(F)(F)S([O-])(=O)=[O:20].[CH3:25][CH:26](O)[CH3:27]. (6) Given the product [NH2:28][C:26]1[C:25]([CH3:29])=[N:24][C:23]2([C:30]3[C:17](=[CH:16][CH:15]=[C:14]([C:5]4[CH:4]=[C:3]([CH:8]=[C:7]([F:9])[CH:6]=4)[C:1]#[N:2])[CH:31]=3)[CH2:18][CH2:19][C:20]32[CH2:21][CH2:22]3)[N:27]=1, predict the reactants needed to synthesize it. The reactants are: [C:1]([C:3]1[CH:4]=[C:5](B(O)O)[CH:6]=[C:7]([F:9])[CH:8]=1)#[N:2].Br[C:14]1[CH:31]=[C:30]2[C:17]([CH2:18][CH2:19][C:20]3([C:23]42[N:27]=[C:26]([NH2:28])[C:25]([CH3:29])=[N:24]4)[CH2:22][CH2:21]3)=[CH:16][CH:15]=1.C(=O)([O-])[O-].[K+].[K+].CC([PH+](C(C)(C)C)CCCS([O-])(=O)=O)(C)C. (7) Given the product [C:1]([C:4]1[CH:5]=[C:6]([C@@H:21]([NH:25][C:26](=[O:32])[O:27][C:28]([CH3:31])([CH3:30])[CH3:29])[CH2:22][CH:23]=[CH2:24])[CH:7]=[C:8]([C:10]2[N:14]([CH:15]([F:17])[F:16])[N:13]=[CH:12][C:11]=2[NH:18][C:37](=[O:38])[C@H:36]([CH3:35])[CH:40]=[CH2:41])[CH:9]=1)(=[O:3])[NH2:2], predict the reactants needed to synthesize it. The reactants are: [C:1]([C:4]1[CH:5]=[C:6]([C@@H:21]([NH:25][C:26](=[O:32])[O:27][C:28]([CH3:31])([CH3:30])[CH3:29])[CH2:22][CH:23]=[CH2:24])[CH:7]=[C:8]([C:10]2[N:14]([CH:15]([F:17])[F:16])[N:13]=[CH:12][C:11]=2[N+:18]([O-])=O)[CH:9]=1)(=[O:3])[NH2:2].[NH4+].[Cl-].[CH3:35][C@H:36]([CH:40]=[CH2:41])[C:37](O)=[O:38].N1C=CC=CC=1.C(P1(=O)OP(CCC)(=O)OP(CCC)(=O)O1)CC. (8) Given the product [Cl:2][C:3]1[CH:4]=[CH:5][C:6]([O:27][CH2:28][CH3:29])=[C:7]([C:9]2[N:14]=[C:13]([NH:15][CH3:16])[N:12]=[C:11]([NH:17][C:18]3[CH:26]=[CH:25][C:21]([CH2:22][OH:23])=[CH:20][CH:19]=3)[CH:10]=2)[CH:8]=1, predict the reactants needed to synthesize it. The reactants are: [Na+].[Cl:2][C:3]1[CH:4]=[CH:5][C:6]([O:27][CH2:28][CH3:29])=[C:7]([C:9]2[N:14]=[C:13]([NH:15][CH3:16])[N:12]=[C:11]([NH:17][C:18]3[CH:26]=[CH:25][C:21]([C:22]([O-])=[O:23])=[CH:20][CH:19]=3)[CH:10]=2)[CH:8]=1.[H-].[Al+3].[Li+].[H-].[H-].[H-].CO.Cl. (9) Given the product [NH2:20][C:17]1[CH:18]=[CH:19][C:14]([O:13][C:11]2[C:10]([F:23])=[CH:9][C:8]([F:24])=[C:7]([NH:6][C:4](=[O:5])[C:3]3[CH:25]=[CH:26][CH:27]=[C:28]([C:29]4([C:32]#[N:33])[CH2:30][CH2:31]4)[C:2]=3[Cl:1])[CH:12]=2)=[N:15][CH:16]=1, predict the reactants needed to synthesize it. The reactants are: [Cl:1][C:2]1[C:28]([C:29]2([C:32]#[N:33])[CH2:31][CH2:30]2)=[CH:27][CH:26]=[CH:25][C:3]=1[C:4]([NH:6][C:7]1[CH:12]=[C:11]([O:13][C:14]2[CH:19]=[CH:18][C:17]([N+:20]([O-])=O)=[CH:16][N:15]=2)[C:10]([F:23])=[CH:9][C:8]=1[F:24])=[O:5].[Cl-].[Ca+2].[Cl-].O.[OH-].[Na+].